From a dataset of Retrosynthesis with 50K atom-mapped reactions and 10 reaction types from USPTO. Predict the reactants needed to synthesize the given product. (1) Given the product CC(C)(C)N(NC(=O)c1ccccn1)C(=O)c1ccccc1[N+](=O)[O-], predict the reactants needed to synthesize it. The reactants are: CC(C)(C)NNC(=O)c1ccccn1.O=C(Cl)c1ccccc1[N+](=O)[O-]. (2) Given the product CCNC(=O)c1noc(-c2cc(Cl)c(O)cc2O)c1NCc1cc(CO)no1, predict the reactants needed to synthesize it. The reactants are: CCNC(=O)c1noc(-c2cc(Cl)c(O)cc2O)c1NCc1cc(C(=O)OC)no1. (3) Given the product CON(C)C(=O)[C@H](CC(C)C)NC(=O)OC(C)(C)C, predict the reactants needed to synthesize it. The reactants are: CC(C)C[C@H](NC(=O)OC(C)(C)C)C(=O)O.CNOC.